This data is from P-glycoprotein inhibition data for predicting drug efflux from Broccatelli et al.. The task is: Regression/Classification. Given a drug SMILES string, predict its absorption, distribution, metabolism, or excretion properties. Task type varies by dataset: regression for continuous measurements (e.g., permeability, clearance, half-life) or binary classification for categorical outcomes (e.g., BBB penetration, CYP inhibition). Dataset: pgp_broccatelli. (1) The molecule is CCCC[C@H]1OC(=O)C[C@@H](OCOC)[C@H](Cc2ccccc2)N(C)C(=O)COC(=O)[C@H]1C. The result is 1 (inhibitor). (2) The drug is CC[C@]1(C)CC(=O)NC1=O. The result is 0 (non-inhibitor). (3) The molecule is NCCc1ccccc1. The result is 0 (non-inhibitor). (4) The compound is CC[C@@H](C)C(=O)O[C@@H]1C[C@H](C)C=C2C=C[C@H](C)[C@H](CC[C@H]3C[C@H](O)CC(=O)O3)[C@H]21. The result is 1 (inhibitor).